Task: Predict the product of the given reaction.. Dataset: Forward reaction prediction with 1.9M reactions from USPTO patents (1976-2016) (1) Given the reactants O.O.[C:3]([O-:15])(=[O:14])[CH2:4][C:5]([CH2:10][C:11]([O-:13])=[O:12])([C:7]([O-:9])=[O:8])[OH:6].[Na+].[Na+].[Na+].[OH:19][P:20]([O-:23])([O-:22])=[O:21].[Na+].[Na+].OP([O-])(O)=O.[Na+].[Cl-].[Na+], predict the reaction product. The product is: [P:20]([O-:23])([O-:22])([O-:21])=[O:19].[C:3]([O-:15])(=[O:14])[CH2:4][C:5]([CH2:10][C:11]([O-:13])=[O:12])([C:7]([O-:9])=[O:8])[OH:6]. (2) Given the reactants [NH2:1][CH2:2][CH2:3][CH2:4][CH2:5][CH2:6][CH2:7][N:8]1[C:16]2[N:11]3[C:12](=[N:17][C:18]([CH3:19])=[C:10]3[C:9]1=[O:20])[CH:13]=[CH:14][CH:15]=2.C(N(CC)CC)C.[F:28][C:29]([F:36])([F:35])[CH2:30][S:31](Cl)(=[O:33])=[O:32], predict the reaction product. The product is: [CH3:19][C:18]1[N:17]=[C:12]2[CH:13]=[CH:14][CH:15]=[C:16]3[N:11]2[C:10]=1[C:9](=[O:20])[N:8]3[CH2:7][CH2:6][CH2:5][CH2:4][CH2:3][CH2:2][NH:1][S:31]([CH2:30][C:29]([F:36])([F:35])[F:28])(=[O:33])=[O:32]. (3) Given the reactants [CH3:1][CH:2]([CH3:7])[CH2:3][CH2:4][CH2:5][NH2:6].C([O:10][C:11]([C:13]1[S:14][C:15]([N:18]2[CH2:23][CH2:22][N:21]([C:24](=[O:35])[C:25]3[CH:30]=[CH:29][CH:28]=[CH:27][C:26]=3[C:31]([F:34])([F:33])[F:32])[CH2:20][CH2:19]2)=[N:16][N:17]=1)=O)C, predict the reaction product. The product is: [CH3:1][CH:2]([CH3:7])[CH2:3][CH2:4][CH2:5][NH:6][C:11]([C:13]1[S:14][C:15]([N:18]2[CH2:19][CH2:20][N:21]([C:24](=[O:35])[C:25]3[CH:30]=[CH:29][CH:28]=[CH:27][C:26]=3[C:31]([F:34])([F:33])[F:32])[CH2:22][CH2:23]2)=[N:16][N:17]=1)=[O:10]. (4) Given the reactants [CH:1]#[C:2][CH2:3][CH2:4][CH2:5][CH2:6][CH2:7][CH3:8].[CH2:9]([O:11][C:12](=[O:16])/[CH:13]=[CH:14]\I)[CH3:10], predict the reaction product. The product is: [C:12]([O:11][CH2:9][CH3:10])(=[O:16])/[CH:13]=[CH:14]\[C:1]#[C:2][CH2:3][CH2:4][CH2:5][CH2:6][CH2:7][CH3:8]. (5) Given the reactants [N:1]1[C:10]2[C:5](=[CH:6][CH:7]=[CH:8][N:9]=2)[C:4]([CH:11]=O)=[CH:3][CH:2]=1.Cl.[NH2:14][OH:15].C([O-])(=O)C.[Na+], predict the reaction product. The product is: [N:1]1[C:10]2[C:5](=[CH:6][CH:7]=[CH:8][N:9]=2)[C:4]([CH:11]=[N:14][OH:15])=[CH:3][CH:2]=1. (6) Given the reactants [C:1]([C:5]1[N:6]=[C:7]2[C:12]([C:13]#[N:14])=[CH:11][CH:10]=[CH:9][N:8]2[C:15]=1[C:16]1[CH:21]=[CH:20][CH:19]=[C:18]([OH:22])[CH:17]=1)([CH3:4])([CH3:3])[CH3:2].Br[C:24]1[CH:29]=[CH:28][CH:27]=[C:26]([S:30]([CH2:33][CH3:34])(=[O:32])=[O:31])[CH:25]=1, predict the reaction product. The product is: [C:1]([C:5]1[N:6]=[C:7]2[C:12]([C:13]#[N:14])=[CH:11][CH:10]=[CH:9][N:8]2[C:15]=1[C:16]1[CH:21]=[CH:20][CH:19]=[C:18]([O:22][C:28]2[CH:29]=[CH:24][CH:25]=[C:26]([S:30]([CH2:33][CH3:34])(=[O:31])=[O:32])[CH:27]=2)[CH:17]=1)([CH3:4])([CH3:2])[CH3:3]. (7) Given the reactants Br[CH2:2][C:3]1[C:8]([CH3:9])=[CH:7][CH:6]=[CH:5][C:4]=1[N:10]1[C:14](=[O:15])[N:13]([CH3:16])[N:12]=[N:11]1.[Br:17][C:18]1[C:23]([F:24])=[CH:22][C:21]([OH:25])=[CH:20][C:19]=1[F:26].C(=O)([O-])[O-].[K+].[K+].C(#N)C, predict the reaction product. The product is: [Br:17][C:18]1[C:23]([F:24])=[CH:22][C:21]([O:25][CH2:2][C:3]2[C:8]([CH3:9])=[CH:7][CH:6]=[CH:5][C:4]=2[N:10]2[C:14](=[O:15])[N:13]([CH3:16])[N:12]=[N:11]2)=[CH:20][C:19]=1[F:26]. (8) Given the reactants N[C:2]1[N:10]=[C:9]2[C:5]([N:6]=[CH:7][N:8]2[C@@H:11]2[O:23][C@H:22]([CH2:24][O:25][C:26](=[O:28])[CH3:27])[C@@H:17]([O:18][C:19](=[O:21])[CH3:20])[C@H:12]2[O:13][C:14](=[O:16])[CH3:15])=[C:4]([Cl:29])[N:3]=1.[CH3:30][S:31]SC.C(#N)C.N(OCCC(C)C)=O, predict the reaction product. The product is: [CH3:30][S:31][C:2]1[N:10]=[C:9]2[C:5]([N:6]=[CH:7][N:8]2[C@@H:11]2[O:23][C@H:22]([CH2:24][O:25][C:26](=[O:28])[CH3:27])[C@@H:17]([O:18][C:19](=[O:21])[CH3:20])[C@H:12]2[O:13][C:14](=[O:16])[CH3:15])=[C:4]([Cl:29])[N:3]=1.